This data is from Full USPTO retrosynthesis dataset with 1.9M reactions from patents (1976-2016). The task is: Predict the reactants needed to synthesize the given product. (1) The reactants are: CC([O:4][C@@H:5]1[C@@H:10]([O:11]C(C)=O)[C@@H:9]([O:15]C(C)=O)[C@@H:8]2[NH:19][C:20]([C:22]3[C:27]([C@H:7]2[CH2:6]1)=[CH:26][C:25]1[O:28][CH2:29][O:30][C:24]=1[CH:23]=3)=[O:21])=O.C(=O)([O-])[O-].[K+].[K+]. Given the product [CH:26]1[C:27]2[C:7]3=[CH:6][C@H:5]([OH:4])[C@@H:10]([OH:11])[C@@H:9]([OH:15])[C@@H:8]3[NH:19][C:20](=[O:21])[C:22]=2[CH:23]=[C:24]2[O:30][CH2:29][O:28][C:25]=12, predict the reactants needed to synthesize it. (2) Given the product [NH2:18][C:17]1[C:7]([NH:6][CH2:5][CH2:4][CH2:3][O:2][CH3:1])=[N:8][CH:9]=[C:10]([CH:16]=1)[C:11]([O:13][CH2:14][CH3:15])=[O:12], predict the reactants needed to synthesize it. The reactants are: [CH3:1][O:2][CH2:3][CH2:4][CH2:5][NH:6][C:7]1[C:17]([N+:18]([O-])=O)=[CH:16][C:10]([C:11]([O:13][CH2:14][CH3:15])=[O:12])=[CH:9][N:8]=1.S(S([O-])=O)([O-])=O.[Na+].[Na+]. (3) Given the product [Br:28][CH2:21][C:17]1[CH:16]=[C:15]([C:12]2[CH:13]=[CH:14][C:9]([O:8][CH2:7][CH2:6][CH2:5][S:2]([CH3:1])(=[O:4])=[O:3])=[C:10]([C:23]([F:26])([F:25])[F:24])[CH:11]=2)[CH:20]=[CH:19][CH:18]=1, predict the reactants needed to synthesize it. The reactants are: [CH3:1][S:2]([CH2:5][CH2:6][CH2:7][O:8][C:9]1[CH:14]=[CH:13][C:12]([C:15]2[CH:20]=[CH:19][CH:18]=[C:17]([CH2:21]O)[CH:16]=2)=[CH:11][C:10]=1[C:23]([F:26])([F:25])[F:24])(=[O:4])=[O:3].P(Br)(Br)[Br:28]. (4) Given the product [CH2:7]([O:14][C:15]1[C:24](=[O:25])[C:23]2[C:18](=[CH:19][C:20]([O:27][CH2:28][C:29]3[CH:34]=[CH:33][CH:32]=[CH:31][CH:30]=3)=[CH:21][C:22]=2[OH:26])[O:17][C:16]=1[C:35]1[CH:36]=[CH:37][C:38]([O:41][CH2:53][P:54](=[O:55])([O:59][CH2:60][CH3:61])[O:56][CH2:57][CH3:58])=[CH:39][CH:40]=1)[C:8]1[CH:9]=[CH:10][CH:11]=[CH:12][CH:13]=1, predict the reactants needed to synthesize it. The reactants are: CC(C)([O-])C.[K+].[CH2:7]([O:14][C:15]1[C:24](=[O:25])[C:23]2[C:18](=[CH:19][C:20]([O:27][CH2:28][C:29]3[CH:34]=[CH:33][CH:32]=[CH:31][CH:30]=3)=[CH:21][C:22]=2[OH:26])[O:17][C:16]=1[C:35]1[CH:40]=[CH:39][C:38]([OH:41])=[CH:37][CH:36]=1)[C:8]1[CH:13]=[CH:12][CH:11]=[CH:10][CH:9]=1.ClC1C=CC(S(O[CH2:53][P:54]([O:59][CH2:60][CH3:61])([O:56][CH2:57][CH3:58])=[O:55])(=O)=O)=CC=1.